Regression. Given a peptide amino acid sequence and an MHC pseudo amino acid sequence, predict their binding affinity value. This is MHC class II binding data. From a dataset of Peptide-MHC class II binding affinity with 134,281 pairs from IEDB. (1) The peptide sequence is KSILLIMNANTLMGR. The MHC is DRB1_1101 with pseudo-sequence DRB1_1101. The binding affinity (normalized) is 0.804. (2) The peptide sequence is ISNMLNIMNRRKRSV. The MHC is DRB1_0802 with pseudo-sequence DRB1_0802. The binding affinity (normalized) is 0.571. (3) The peptide sequence is QLSALWARFPLPVIP. The MHC is HLA-DQA10101-DQB10501 with pseudo-sequence HLA-DQA10101-DQB10501. The binding affinity (normalized) is 0.675. (4) The MHC is DRB1_0301 with pseudo-sequence DRB1_0301. The peptide sequence is ILPIAEMSVVAMEFG. The binding affinity (normalized) is 0.416. (5) The peptide sequence is AFKVAAWAANAAPAN. The MHC is DRB1_1001 with pseudo-sequence DRB1_1001. The binding affinity (normalized) is 0.713. (6) The peptide sequence is TWQGGSGMASHIIYE. The MHC is DRB3_0101 with pseudo-sequence DRB3_0101. The binding affinity (normalized) is 0.192. (7) The peptide sequence is LASVAMCRTPFSLAE. The MHC is HLA-DQA10102-DQB10501 with pseudo-sequence HLA-DQA10102-DQB10501. The binding affinity (normalized) is 0.936.